This data is from Reaction yield outcomes from USPTO patents with 853,638 reactions. The task is: Predict the reaction yield, written as a fraction of the theoretical maximum amount of product (1.0 means a 100% yield; for example, 0.34 means a 34% yield). (1) The reactants are C([O:3][CH2:4][CH2:5][O:6][NH:7][C:8]([C:10]1[C:25]([NH:26][C:27]2[CH:32]=[CH:31][C:30]([Br:33])=[CH:29][C:28]=2[Cl:34])=[C:24]([F:35])[C:13]2[N:14]=[CH:15][N:16]([CH2:17][CH:18]3[CH2:23][CH2:22][CH2:21][CH2:20][O:19]3)[C:12]=2[CH:11]=1)=[O:9])=C.Cl.[OH-].[Na+]. The catalyst is C(O)C.O. The product is [OH:3][CH2:4][CH2:5][O:6][NH:7][C:8]([C:10]1[C:25]([NH:26][C:27]2[CH:32]=[CH:31][C:30]([Br:33])=[CH:29][C:28]=2[Cl:34])=[C:24]([F:35])[C:13]2[N:14]=[CH:15][N:16]([CH2:17][CH:18]3[CH2:23][CH2:22][CH2:21][CH2:20][O:19]3)[C:12]=2[CH:11]=1)=[O:9]. The yield is 0.910. (2) The reactants are Cl.[OH:2][C:3]1[C:8](=[O:9])[CH:7]=[CH:6][N:5]([CH3:10])[CH:4]=1.C[O:12][CH:13](O)[C:14]([F:17])([F:16])[F:15].Cl. The catalyst is [OH-].[Na+]. The product is [OH:2][C:3]1[C:8](=[O:9])[CH:7]=[CH:6][N:5]([CH3:10])[C:4]=1[CH:13]([OH:12])[C:14]([F:17])([F:16])[F:15]. The yield is 0.680. (3) The reactants are [C:1]([O:5][C:6](=[O:18])[NH:7][CH2:8][C@@H:9]([NH:16][CH3:17])[C:10]1[CH:15]=[CH:14][CH:13]=[CH:12][CH:11]=1)([CH3:4])([CH3:3])[CH3:2].[Cl:19][C:20]1[CH:21]=[C:22]([CH2:27][C:28](O)=[O:29])[CH:23]=[CH:24][C:25]=1[Cl:26].O.ON1C2C=CC=CC=2N=N1.C(N(C(C)C)CC)(C)C.Cl.CN(C)CCCN=C=NCC. The catalyst is C(#N)C. The product is [C:1]([O:5][C:6](=[O:18])[NH:7][CH2:8][C@@H:9]([N:16]([C:28](=[O:29])[CH2:27][C:22]1[CH:23]=[CH:24][C:25]([Cl:26])=[C:20]([Cl:19])[CH:21]=1)[CH3:17])[C:10]1[CH:11]=[CH:12][CH:13]=[CH:14][CH:15]=1)([CH3:4])([CH3:3])[CH3:2]. The yield is 0.630. (4) The reactants are [C:1](=[N:4][C:5]1[C:10]([CH2:11][CH3:12])=[CH:9][C:8]([CH2:13][CH3:14])=[C:7]([N:15]=[C:16]([CH3:18])[CH3:17])[C:6]=1[CH3:19])([CH3:3])[CH3:2].C(O)C. The catalyst is [Pt].C(OCC)(=O)C. The product is [CH:16]([NH:15][C:7]1[C:8]([CH2:13][CH3:14])=[CH:9][C:10]([CH2:11][CH3:12])=[C:5]([NH:4][CH:1]([CH3:2])[CH3:3])[C:6]=1[CH3:19])([CH3:17])[CH3:18]. The yield is 0.940. (5) The reactants are [CH3:1][C:2]([CH3:9])([CH3:8])[CH2:3][CH:4](O)[CH:5]=[CH2:6].C=CCCC=C.S(Br)([Br:18])=O. The catalyst is ClCCCl. The product is [Br:18][CH2:6]/[CH:5]=[CH:4]/[CH2:3][C:2]([CH3:9])([CH3:8])[CH3:1]. The yield is 0.890. (6) The reactants are NC1C(C(O)=O)=CC(Cl)=NC=1.C(OC(=O)C)(=O)C.[Cl:19][C:20]1[N:38]=[CH:37][C:23]2[N:24]=[C:25]([CH3:36])[N:26]([C:29]3[CH:34]=[CH:33][C:32]([OH:35])=[CH:31][CH:30]=3)[C:27](=[O:28])[C:22]=2[CH:21]=1.Br.Br[CH2:41][CH2:42][CH2:43][N:44]1[CH2:49][CH2:48][CH2:47][CH2:46][CH2:45]1.C(=O)([O-])[O-].[K+].[K+]. The catalyst is CN(C)C=O. The product is [Cl:19][C:20]1[N:38]=[CH:37][C:23]2[N:24]=[C:25]([CH3:36])[N:26]([C:29]3[CH:30]=[CH:31][C:32]([O:35][CH2:41][CH2:42][CH2:43][N:44]4[CH2:49][CH2:48][CH2:47][CH2:46][CH2:45]4)=[CH:33][CH:34]=3)[C:27](=[O:28])[C:22]=2[CH:21]=1. The yield is 0.600. (7) The reactants are [CH3:1]C([O-])(C)C.[K+].[CH3:7][O:8][C:9](=[O:13])[CH2:10][CH2:11][SH:12].[CH2:14]([O:16][C:17]([C:19]1[C:20](Cl)=[N:21][C:22]2[C:27]([C:28]=1[CH3:29])=[CH:26][CH:25]=[C:24]([C:30]([F:33])([F:32])[F:31])[CH:23]=2)=[O:18])[CH3:15].CCCCCC. The catalyst is CN(C=O)C.O. The product is [CH2:14]([O:16][C:17]([C:19]1[C:20]([S:12][CH2:11][CH2:10][C:9]([O:8][CH2:7][CH3:1])=[O:13])=[N:21][C:22]2[C:27]([C:28]=1[CH3:29])=[CH:26][CH:25]=[C:24]([C:30]([F:33])([F:32])[F:31])[CH:23]=2)=[O:18])[CH3:15]. The yield is 0.500. (8) The reactants are [N+:1]([C:4]1[CH:12]=[C:11]2[C:7]([CH2:8][NH:9][C:10]2=[O:13])=[CH:6][CH:5]=1)([O-:3])=[O:2].[C:14](O[C:14]([O:16][C:17]([CH3:20])([CH3:19])[CH3:18])=[O:15])([O:16][C:17]([CH3:20])([CH3:19])[CH3:18])=[O:15]. The yield is 0.906. The catalyst is ClCCl.CN(C)C1C=CN=CC=1. The product is [N+:1]([C:4]1[CH:12]=[C:11]2[C:7]([CH2:8][N:9]([C:14]([O:16][C:17]([CH3:20])([CH3:19])[CH3:18])=[O:15])[C:10]2=[O:13])=[CH:6][CH:5]=1)([O-:3])=[O:2]. (9) The reactants are [CH3:1][CH2:2][C:3]1[CH:4]=[CH:5][C:6]([C:9]([CH:11]([CH2:13][N:14]2[CH2:19][CH2:18][CH2:17][CH2:16][CH2:15]2)[CH3:12])=[O:10])=[CH:7][CH:8]=1.[C:20]([OH:27])(=[O:26])[CH2:21][CH2:22][C:23]([OH:25])=[O:24]. The catalyst is C(OCC)C.O1CCCC1. The product is [CH3:1][CH2:2][C:3]1[CH:8]=[CH:7][C:6]([C:9]([CH:11]([CH2:13][N:14]2[CH2:19][CH2:18][CH2:17][CH2:16][CH2:15]2)[CH3:12])=[O:10])=[CH:5][CH:4]=1.[C:20]([O-:27])(=[O:26])[CH2:21][CH2:22][C:23]([O-:25])=[O:24]. The yield is 0.520. (10) The reactants are I[C:2]1[N:6]2[CH:7]=[CH:8][CH:9]=[CH:10][C:5]2=[N:4][C:3]=1[C:11]([O:13][CH2:14][CH3:15])=[O:12].[F:16][C:17]1[N:22]=[CH:21][C:20](B(O)O)=[CH:19][CH:18]=1.C([O-])([O-])=O.[Na+].[Na+]. The catalyst is O1CCOCC1.O.C1C=CC([P]([Pd]([P](C2C=CC=CC=2)(C2C=CC=CC=2)C2C=CC=CC=2)([P](C2C=CC=CC=2)(C2C=CC=CC=2)C2C=CC=CC=2)[P](C2C=CC=CC=2)(C2C=CC=CC=2)C2C=CC=CC=2)(C2C=CC=CC=2)C2C=CC=CC=2)=CC=1. The product is [F:16][C:17]1[N:22]=[CH:21][C:20]([C:2]2[N:6]3[CH:7]=[CH:8][CH:9]=[CH:10][C:5]3=[N:4][C:3]=2[C:11]([O:13][CH2:14][CH3:15])=[O:12])=[CH:19][CH:18]=1. The yield is 0.820.